Dataset: Forward reaction prediction with 1.9M reactions from USPTO patents (1976-2016). Task: Predict the product of the given reaction. (1) Given the reactants [C:1]([C:3]1[CH:28]=[CH:27][C:6]([CH2:7][N:8]2[CH2:13][CH2:12][CH:11]([NH:14][C:15]([C:17]3[CH:26]=[CH:25][C:20]([C:21]([O:23]C)=[O:22])=[CH:19][CH:18]=3)=[O:16])[CH2:10][CH2:9]2)=[CH:5][CH:4]=1)#[N:2].[OH-].[Li+].Cl, predict the reaction product. The product is: [C:1]([C:3]1[CH:4]=[CH:5][C:6]([CH2:7][N:8]2[CH2:9][CH2:10][CH:11]([NH:14][C:15]([C:17]3[CH:18]=[CH:19][C:20]([C:21]([OH:23])=[O:22])=[CH:25][CH:26]=3)=[O:16])[CH2:12][CH2:13]2)=[CH:27][CH:28]=1)#[N:2]. (2) Given the reactants [NH2:1][N:2]1[N:11]=[C:10]([CH2:12][C:13]2[CH:18]=[CH:17][CH:16]=[CH:15][CH:14]=2)[C:9]2[C:4](=[CH:5][CH:6]=[CH:7][CH:8]=2)[C:3]1=[O:19].[Cl:20][C:21]1[CH:26]=[CH:25][C:24]([CH2:27][C:28](O)=[O:29])=[CH:23][CH:22]=1, predict the reaction product. The product is: [CH2:12]([C:10]1[C:9]2[C:4](=[CH:5][CH:6]=[CH:7][CH:8]=2)[C:3](=[O:19])[N:2]([NH:1][C:28](=[O:29])[CH2:27][C:24]2[CH:25]=[CH:26][C:21]([Cl:20])=[CH:22][CH:23]=2)[N:11]=1)[C:13]1[CH:14]=[CH:15][CH:16]=[CH:17][CH:18]=1. (3) Given the reactants [OH:1][CH:2]1[CH2:7][CH2:6][N:5]([C:8]([N:10]2[CH2:15][CH:14]([C:16]3[CH:21]=[CH:20][C:19]([C:22]([F:25])([F:24])[F:23])=[CH:18][CH:17]=3)[CH2:13][CH:12]([C:26](O)=[O:27])[CH2:11]2)=[O:9])[CH2:4][CH2:3]1.O[N:30]=[C:31]([NH2:39])[CH2:32][C:33]1[CH:38]=[CH:37][CH:36]=[CH:35][CH:34]=1, predict the reaction product. The product is: [CH2:32]([C:31]1[N:39]=[C:26]([CH:12]2[CH2:13][CH:14]([C:16]3[CH:21]=[CH:20][C:19]([C:22]([F:25])([F:24])[F:23])=[CH:18][CH:17]=3)[CH2:15][N:10]([C:8]([N:5]3[CH2:4][CH2:3][CH:2]([OH:1])[CH2:7][CH2:6]3)=[O:9])[CH2:11]2)[O:27][N:30]=1)[C:33]1[CH:38]=[CH:37][CH:36]=[CH:35][CH:34]=1. (4) Given the reactants [CH2:1]([O:8][C:9]([NH:11][CH:12]([CH2:17][C:18]1[C:19]([CH2:28]Cl)=[C:20]2[C:24](=[C:25]([Cl:27])[CH:26]=1)[NH:23][N:22]=[CH:21]2)[C:13]([O:15][CH3:16])=[O:14])=[O:10])[C:2]1[CH:7]=[CH:6][CH:5]=[CH:4][CH:3]=1.[CH3:30][O:31][C:32]1[CH:39]=[CH:38][C:35]([CH2:36][NH2:37])=[CH:34][CH:33]=1.C(=O)(O)[O-].[Na+], predict the reaction product. The product is: [CH2:1]([O:8][C:9]([NH:11][CH:12]([CH2:17][C:18]1[C:19]([CH2:28][NH:37][CH2:36][C:35]2[CH:38]=[CH:39][C:32]([O:31][CH3:30])=[CH:33][CH:34]=2)=[C:20]2[C:24](=[C:25]([Cl:27])[CH:26]=1)[NH:23][N:22]=[CH:21]2)[C:13]([O:15][CH3:16])=[O:14])=[O:10])[C:2]1[CH:7]=[CH:6][CH:5]=[CH:4][CH:3]=1. (5) Given the reactants [Br:1][C:2]1[CH:3]=[C:4]([CH:6]=[CH:7][C:8]=1[Cl:9])[NH2:5].[O:10]1[CH:14]=[CH:13][C:12]([C:15](Cl)=[O:16])=[CH:11]1.C(=O)([O-])[O-].[Na+].[Na+], predict the reaction product. The product is: [Br:1][C:2]1[CH:3]=[C:4]([NH:5][C:15]([C:12]2[CH:13]=[CH:14][O:10][CH:11]=2)=[O:16])[CH:6]=[CH:7][C:8]=1[Cl:9]. (6) Given the reactants [C:1]1([C:7]([NH:9][CH:10]2[CH2:15][CH:14]([C:16]3[CH:21]=[CH:20][C:19]([C:22]([F:25])([F:24])[F:23])=[CH:18][CH:17]=3)[CH2:13][N:12]([C:26](OC3C=CC([N+]([O-])=O)=CC=3)=[O:27])[CH2:11]2)=[O:8])[CH:6]=[CH:5][CH:4]=[CH:3][CH:2]=1.Cl.[NH:39]1[CH2:42][CH:41]([OH:43])[CH2:40]1.C(=O)([O-])[O-].[K+].[K+], predict the reaction product. The product is: [OH:43][CH:41]1[CH2:42][N:39]([C:26]([N:12]2[CH2:13][CH:14]([C:16]3[CH:17]=[CH:18][C:19]([C:22]([F:25])([F:23])[F:24])=[CH:20][CH:21]=3)[CH2:15][CH:10]([NH:9][C:7]([C:1]3[CH:6]=[CH:5][CH:4]=[CH:3][CH:2]=3)=[O:8])[CH2:11]2)=[O:27])[CH2:40]1. (7) Given the reactants [N:1]1[C:10]2[C:5](=[CH:6][CH:7]=[CH:8][CH:9]=2)[N:4]=[CH:3][C:2]=1[C:11]1[CH:12]=[C:13]([NH2:17])[CH:14]=[CH:15][CH:16]=1.[CH3:18][N:19]=[C:20]=[S:21], predict the reaction product. The product is: [CH3:18][NH:19][C:20]([NH:17][C:13]1[CH:14]=[CH:15][CH:16]=[C:11]([C:2]2[CH:3]=[N:4][C:5]3[C:10](=[CH:9][CH:8]=[CH:7][CH:6]=3)[N:1]=2)[CH:12]=1)=[S:21]. (8) Given the reactants [ClH:1].N1C=C(C([Cl:9])=O)N=C1.[CH3:10][N:11]1[C:15]([C:16](O)=[O:17])=[CH:14][N:13]=[CH:12]1, predict the reaction product. The product is: [ClH:9].[CH3:10][N:11]1[C:15]([C:16]([Cl:1])=[O:17])=[CH:14][N:13]=[CH:12]1.